This data is from Forward reaction prediction with 1.9M reactions from USPTO patents (1976-2016). The task is: Predict the product of the given reaction. (1) Given the reactants [CH:1]1([C:4]2[C:14]3[CH2:13][CH2:12][N:11]([C:15]([O:17][C:18]([CH3:21])([CH3:20])[CH3:19])=[O:16])[CH2:10][CH2:9][C:8]=3[CH:7]=[C:6]3[O:22][CH2:23][CH2:24][N:25]([CH2:26][C@@H:27]([O:40][CH3:41])[CH2:28]OS(C4C=CC(C)=CC=4)(=O)=O)[C:5]=23)[CH2:3][CH2:2]1.[F-:42].C([NH3+])(C)(C)C.C(=O)([O-])O.[Na+], predict the reaction product. The product is: [CH:1]1([C:4]2[C:14]3[CH2:13][CH2:12][N:11]([C:15]([O:17][C:18]([CH3:21])([CH3:20])[CH3:19])=[O:16])[CH2:10][CH2:9][C:8]=3[CH:7]=[C:6]3[O:22][CH2:23][CH2:24][N:25]([CH2:26][C@@H:27]([O:40][CH3:41])[CH2:28][F:42])[C:5]=23)[CH2:3][CH2:2]1. (2) Given the reactants O/[CH:2]=[C:3]1\[C:4](=[O:13])[NH:5][C:6]2[C:11]\1=[C:10]([CH3:12])[CH:9]=[CH:8][CH:7]=2.O/C=C1\C(=O)NC2C\1=CC=CC=2.[NH2:26][C:27]1[CH:31]=[CH:30][NH:29][N:28]=1, predict the reaction product. The product is: [CH3:12][C:10]1[CH:9]=[CH:8][CH:7]=[C:6]2[C:11]=1[C:3](=[CH:2][NH:26][C:27]1[CH:31]=[CH:30][NH:29][N:28]=1)[C:4](=[O:13])[NH:5]2.